Dataset: NCI-60 drug combinations with 297,098 pairs across 59 cell lines. Task: Regression. Given two drug SMILES strings and cell line genomic features, predict the synergy score measuring deviation from expected non-interaction effect. (1) Drug 1: C1CCC(C1)C(CC#N)N2C=C(C=N2)C3=C4C=CNC4=NC=N3. Drug 2: CCC1(C2=C(COC1=O)C(=O)N3CC4=CC5=C(C=CC(=C5CN(C)C)O)N=C4C3=C2)O.Cl. Cell line: IGROV1. Synergy scores: CSS=6.75, Synergy_ZIP=-7.87, Synergy_Bliss=-4.53, Synergy_Loewe=-11.1, Synergy_HSA=-2.66. (2) Drug 1: CN1CCC(CC1)COC2=C(C=C3C(=C2)N=CN=C3NC4=C(C=C(C=C4)Br)F)OC. Drug 2: CC1=C(C(CCC1)(C)C)C=CC(=CC=CC(=CC(=O)O)C)C. Cell line: MDA-MB-231. Synergy scores: CSS=3.67, Synergy_ZIP=-0.850, Synergy_Bliss=-2.25, Synergy_Loewe=-9.80, Synergy_HSA=-6.98. (3) Drug 1: CS(=O)(=O)C1=CC(=C(C=C1)C(=O)NC2=CC(=C(C=C2)Cl)C3=CC=CC=N3)Cl. Drug 2: CN1CCC(CC1)COC2=C(C=C3C(=C2)N=CN=C3NC4=C(C=C(C=C4)Br)F)OC. Cell line: MALME-3M. Synergy scores: CSS=10.3, Synergy_ZIP=-0.274, Synergy_Bliss=5.96, Synergy_Loewe=3.16, Synergy_HSA=4.20.